Dataset: Peptide-MHC class I binding affinity with 185,985 pairs from IEDB/IMGT. Task: Regression. Given a peptide amino acid sequence and an MHC pseudo amino acid sequence, predict their binding affinity value. This is MHC class I binding data. (1) The binding affinity (normalized) is 0. The peptide sequence is YSKFWYLEH. The MHC is HLA-A68:01 with pseudo-sequence HLA-A68:01. (2) The peptide sequence is EAAAATCALV. The MHC is HLA-A68:02 with pseudo-sequence HLA-A68:02. The binding affinity (normalized) is 1.00. (3) The peptide sequence is EVIRATYPS. The MHC is HLA-B46:01 with pseudo-sequence HLA-B46:01. The binding affinity (normalized) is 0.0847.